This data is from NCI-60 drug combinations with 297,098 pairs across 59 cell lines. The task is: Regression. Given two drug SMILES strings and cell line genomic features, predict the synergy score measuring deviation from expected non-interaction effect. (1) Drug 2: COC1=NC(=NC2=C1N=CN2C3C(C(C(O3)CO)O)O)N. Drug 1: CC1=C2C(C(=O)C3(C(CC4C(C3C(C(C2(C)C)(CC1OC(=O)C(C(C5=CC=CC=C5)NC(=O)OC(C)(C)C)O)O)OC(=O)C6=CC=CC=C6)(CO4)OC(=O)C)OC)C)OC. Cell line: HOP-92. Synergy scores: CSS=29.6, Synergy_ZIP=-0.271, Synergy_Bliss=-0.816, Synergy_Loewe=-18.3, Synergy_HSA=0.301. (2) Drug 1: C1=CC(=CC=C1C#N)C(C2=CC=C(C=C2)C#N)N3C=NC=N3. Drug 2: CN1C2=C(C=C(C=C2)N(CCCl)CCCl)N=C1CCCC(=O)O.Cl. Cell line: HCT-15. Synergy scores: CSS=-1.72, Synergy_ZIP=3.17, Synergy_Bliss=1.34, Synergy_Loewe=-0.0777, Synergy_HSA=-3.62. (3) Drug 1: CN(C)N=NC1=C(NC=N1)C(=O)N. Drug 2: C(CN)CNCCSP(=O)(O)O. Cell line: 786-0. Synergy scores: CSS=6.51, Synergy_ZIP=9.24, Synergy_Bliss=15.2, Synergy_Loewe=13.2, Synergy_HSA=13.6. (4) Drug 1: CC1=CC2C(CCC3(C2CCC3(C(=O)C)OC(=O)C)C)C4(C1=CC(=O)CC4)C. Drug 2: CCC1(C2=C(COC1=O)C(=O)N3CC4=CC5=C(C=CC(=C5CN(C)C)O)N=C4C3=C2)O.Cl. Cell line: SF-539. Synergy scores: CSS=41.2, Synergy_ZIP=2.02, Synergy_Bliss=3.77, Synergy_Loewe=-33.1, Synergy_HSA=3.49. (5) Drug 1: COC1=CC(=CC(=C1O)OC)C2C3C(COC3=O)C(C4=CC5=C(C=C24)OCO5)OC6C(C(C7C(O6)COC(O7)C8=CC=CS8)O)O. Drug 2: C1=CC(=CC=C1CCCC(=O)O)N(CCCl)CCCl. Cell line: EKVX. Synergy scores: CSS=27.3, Synergy_ZIP=-7.12, Synergy_Bliss=-2.41, Synergy_Loewe=-16.8, Synergy_HSA=0.267.